This data is from Retrosynthesis with 50K atom-mapped reactions and 10 reaction types from USPTO. The task is: Predict the reactants needed to synthesize the given product. (1) Given the product CC(=O)Nc1ccc(F)c(CCN2CCN(c3cccc4nc(C)ccc34)CC2)c1, predict the reactants needed to synthesize it. The reactants are: CC(N)=O.Cc1ccc2c(N3CCN(CCc4cc(Br)ccc4F)CC3)cccc2n1. (2) Given the product CCCCC(=CC(=O)OCC)c1oc2cc(C(F)(F)F)ccc2c1C, predict the reactants needed to synthesize it. The reactants are: CCCCC(=O)c1oc2cc(C(F)(F)F)ccc2c1C.CCOC(=O)CP(=O)(OCC)OCC. (3) Given the product COC(=O)c1c(OC(C)=O)cc(CBr)cc1OC(C)=O, predict the reactants needed to synthesize it. The reactants are: COC(=O)c1c(OC(C)=O)cc(C)cc1OC(C)=O.O=C1CCC(=O)N1Br. (4) Given the product CNCCN(CCOC)CCOCCOCCOCCOCCOCCOCCOC, predict the reactants needed to synthesize it. The reactants are: COCCOCCOCCOCCOCCOCCOCCN(CCOC)CCN(C)C(=O)OCc1ccccc1. (5) Given the product COc1cc(CNC(=O)c2nc3cnn(CCOc4ccc(C(=O)O)cc4)c3c(=O)[nH]2)ccc1F, predict the reactants needed to synthesize it. The reactants are: COC(=O)c1ccc(OCCn2ncc3nc(C(=O)NCc4ccc(F)c(OC)c4)[nH]c(=O)c32)cc1. (6) Given the product NS(=O)(=O)c1cc2cc(CO)ccc2s1, predict the reactants needed to synthesize it. The reactants are: CC(=O)OCc1ccc2sc(S(N)(=O)=O)cc2c1.